From a dataset of Reaction yield outcomes from USPTO patents with 853,638 reactions. Predict the reaction yield, written as a fraction of the theoretical maximum amount of product (1.0 means a 100% yield; for example, 0.34 means a 34% yield). (1) The reactants are [CH:1]1([CH2:4][O:5][C:6]2[CH:7]=[C:8]([CH:23]=[CH:24][C:25]=2[N:26]([CH2:31][CH2:32][N:33]2[CH2:38][CH2:37][N:36]([CH3:39])[CH2:35][CH2:34]2)[S:27]([CH3:30])(=[O:29])=[O:28])[C:9]([O:11][CH2:12][C:13]([O:15]CC2C=CC=CC=2)=[O:14])=[O:10])[CH2:3][CH2:2]1. The catalyst is CO.[Pd]. The product is [CH:1]1([CH2:4][O:5][C:6]2[CH:7]=[C:8]([CH:23]=[CH:24][C:25]=2[N:26]([CH2:31][CH2:32][N:33]2[CH2:38][CH2:37][N:36]([CH3:39])[CH2:35][CH2:34]2)[S:27]([CH3:30])(=[O:28])=[O:29])[C:9]([O:11][CH2:12][C:13]([OH:15])=[O:14])=[O:10])[CH2:3][CH2:2]1. The yield is 0.870. (2) The reactants are [CH3:1][O:2][C:3]1[CH:4]=[C:5]2[C:10](=[CH:11][C:12]=1[O:13][CH3:14])[N:9]=[CH:8][CH:7]=[C:6]2[O:15][C:16]1[CH:22]=[CH:21][C:19]([NH2:20])=[C:18]([CH3:23])[C:17]=1[CH3:24].Cl[C:26](Cl)([O:28][C:29](=[O:35])OC(Cl)(Cl)Cl)Cl.[CH2:37](O)[CH2:38][CH2:39][CH:40]=C.C(=O)(O)[O-].[Na+]. The catalyst is C(Cl)Cl.C(N(CC)CC)C.C1(C)C=CC=CC=1. The product is [CH3:1][O:2][C:3]1[CH:4]=[C:5]2[C:10](=[CH:11][C:12]=1[O:13][CH3:14])[N:9]=[CH:8][CH:7]=[C:6]2[O:15][C:16]1[CH:22]=[CH:21][C:19]([NH:20][C:29](=[O:35])[O:28][CH2:26][CH2:40][CH2:39][CH:38]=[CH2:37])=[C:18]([CH3:23])[C:17]=1[CH3:24]. The yield is 0.950. (3) The reactants are [CH2:1]([O:3][C:4]([C:6]1[NH:7][CH:8]=[CH:9][C:10]=1[NH2:11])=[O:5])[CH3:2].[CH3:12][C:13]1[C:21]2[N:20]=[C:19]([CH:22]=O)[NH:18][C:17]=2[CH:16]=[CH:15][C:14]=1[CH3:24].CC(O)=O.[BH3-]C#N.[Na+].[OH-].[Na+]. The catalyst is CO. The product is [CH3:12][C:13]1[C:21]2[N:20]=[C:19]([CH2:22][NH:11][C:10]3[CH:9]=[CH:8][NH:7][C:6]=3[C:4]([O:3][CH2:1][CH3:2])=[O:5])[NH:18][C:17]=2[CH:16]=[CH:15][C:14]=1[CH3:24]. The yield is 0.270. (4) The reactants are [Cl:1][C:2]1[CH:7]=[CH:6][C:5]([S:8]([NH:11][C:12]2([CH2:18][OH:19])[CH2:17][CH2:16][CH2:15][CH2:14][CH2:13]2)(=[O:10])=[O:9])=[CH:4][CH:3]=1.C(=O)([O-])[O-].[Cs+].[Cs+].Br[CH2:27][C:28]1[CH:33]=[CH:32][C:31]([C:34]2[O:35][CH:36]=[CH:37][N:38]=2)=[CH:30][CH:29]=1.BrC1C=CC(CN(C2(CO)CCCCC2)S(C2C=CC(Cl)=CC=2)(=O)=O)=CC=1. No catalyst specified. The product is [Cl:1][C:2]1[CH:7]=[CH:6][C:5]([S:8]([N:11]([C:12]2([CH2:18][OH:19])[CH2:17][CH2:16][CH2:15][CH2:14][CH2:13]2)[CH2:27][C:28]2[CH:29]=[CH:30][C:31]([C:34]3[O:35][CH:36]=[CH:37][N:38]=3)=[CH:32][CH:33]=2)(=[O:9])=[O:10])=[CH:4][CH:3]=1. The yield is 0.840. (5) The reactants are [CH3:1][C:2]1[C:11]2[C:6](=[CH:7][CH:8]=[CH:9][CH:10]=2)[CH:5]=[N:4][C:3]=1[N:12]([CH2:25][C:26]1[CH:31]=[CH:30][C:29]([O:32][C:33]([F:36])([F:35])[F:34])=[CH:28][CH:27]=1)[S:13]([C:16]1[CH:24]=[CH:23][C:19]([C:20]([O-:22])=O)=[CH:18][CH:17]=1)(=[O:15])=[O:14].[Na+].C(Cl)(=O)C(Cl)=O.Cl.[CH3:45][O:46][NH2:47].C(N(CC)CC)C. The catalyst is C(Cl)(Cl)Cl. The product is [CH3:45][O:46][NH:47][C:20](=[O:22])[C:19]1[CH:23]=[CH:24][C:16]([S:13]([N:12]([C:3]2[N:4]=[CH:5][C:6]3[C:11]([C:2]=2[CH3:1])=[CH:10][CH:9]=[CH:8][CH:7]=3)[CH2:25][C:26]2[CH:31]=[CH:30][C:29]([O:32][C:33]([F:36])([F:34])[F:35])=[CH:28][CH:27]=2)(=[O:14])=[O:15])=[CH:17][CH:18]=1. The yield is 0.810. (6) The reactants are [O:1]=[C:2]1[C:11]2[C:6](=[CH:7][CH:8]=[CH:9][CH:10]=2)[O:5][CH2:4][C:3]1=[CH:12][C:13]1[CH:22]=[CH:21][C:16]([C:17]([O:19][CH3:20])=[O:18])=[CH:15][CH:14]=1.C1(S(NN)(=O)=O)C=CC=CC=1. The catalyst is CN(C=O)C. The product is [O:1]=[C:2]1[C:11]2[C:6](=[CH:7][CH:8]=[CH:9][CH:10]=2)[O:5][CH2:4][CH:3]1[CH2:12][C:13]1[CH:14]=[CH:15][C:16]([C:17]([O:19][CH3:20])=[O:18])=[CH:21][CH:22]=1. The yield is 0.420.